This data is from Forward reaction prediction with 1.9M reactions from USPTO patents (1976-2016). The task is: Predict the product of the given reaction. Given the reactants Cl.[C:2](Cl)(=[O:9])[C:3]1[CH:8]=[CH:7][N:6]=[CH:5][CH:4]=1.[NH2:11][C:12]([CH3:33])([CH3:32])[CH2:13][C:14]1[N:15]([CH2:28][CH2:29][O:30][CH3:31])[N:16]=[C:17]2[C:26]=1[C:25]1[CH:24]=[CH:23][CH:22]=[CH:21][C:20]=1[N:19]=[C:18]2[NH2:27], predict the reaction product. The product is: [NH2:27][C:18]1[C:17]2=[N:16][N:15]([CH2:28][CH2:29][O:30][CH3:31])[C:14]([CH2:13][C:12]([NH:11][C:2](=[O:9])[C:3]3[CH:8]=[CH:7][N:6]=[CH:5][CH:4]=3)([CH3:33])[CH3:32])=[C:26]2[C:25]2[CH:24]=[CH:23][CH:22]=[CH:21][C:20]=2[N:19]=1.